From a dataset of Forward reaction prediction with 1.9M reactions from USPTO patents (1976-2016). Predict the product of the given reaction. (1) Given the reactants [CH3:1][C:2]1[CH:3]=[C:4]2[C:9](=[O:10])[O:8][C:6](=O)[C:5]2=[CH:11][C:12]=1[CH3:13].[NH2:14][C:15]1[CH:16]=[N:17][CH:18]=[CH:19][CH:20]=1.O, predict the reaction product. The product is: [CH3:13][C:12]1[CH:11]=[C:5]2[C:4](=[CH:3][C:2]=1[CH3:1])[C:9](=[O:10])[N:14]([C:15]1[CH:16]=[N:17][CH:18]=[CH:19][CH:20]=1)[C:6]2=[O:8]. (2) Given the reactants [OH:1][CH:2]([CH3:19])[CH2:3][CH:4]([S:12]([C:15]([F:18])([F:17])[F:16])(=[O:14])=[O:13])[S:5]([C:8]([F:11])([F:10])[F:9])(=[O:7])=[O:6].C(Cl)(Cl)Cl.[C:24](O[C:24](=[O:31])[C:25]1[CH:30]=[CH:29][CH:28]=[CH:27][CH:26]=1)(=[O:31])[C:25]1[CH:30]=[CH:29][CH:28]=[CH:27][CH:26]=1.[Cl-].[C:42]1([S+:48]([C:55]2[CH:60]=[CH:59][CH:58]=[CH:57][CH:56]=2)[C:49]2[CH:54]=[CH:53][CH:52]=[CH:51][CH:50]=2)[CH:47]=[CH:46][CH:45]=[CH:44][CH:43]=1, predict the reaction product. The product is: [C:55]1([S+:48]([C:42]2[CH:43]=[CH:44][CH:45]=[CH:46][CH:47]=2)[C:49]2[CH:54]=[CH:53][CH:52]=[CH:51][CH:50]=2)[CH:56]=[CH:57][CH:58]=[CH:59][CH:60]=1.[C:25]1([C:24]([O:1][CH:2]([CH3:19])[CH2:3][CH:4]([S:5]([C:8]([F:9])([F:10])[F:11])(=[O:6])=[O:7])[S:12]([C:15]([F:17])([F:18])[F:16])(=[O:14])=[O:13])=[O:31])[CH:30]=[CH:29][CH:28]=[CH:27][CH:26]=1.